This data is from Retrosynthesis with 50K atom-mapped reactions and 10 reaction types from USPTO. The task is: Predict the reactants needed to synthesize the given product. (1) Given the product CC1CCC(N(C(=O)Nc2ncc(CN3CCN(S(=O)(=O)N(C)C)CC3)s2)C2CCN(C(=O)C3CCCC3)CC2)CC1, predict the reactants needed to synthesize it. The reactants are: CC1CCC(N(C(=O)Nc2ncc(CN3CCN(S(=O)(=O)N(C)C)CC3)s2)C2CCNCC2)CC1.O=C(Cl)C1CCCC1. (2) Given the product CN1CCN(C(=O)c2ccc(-c3ccccc3C(F)(F)F)cc2)CC1c1ccccc1, predict the reactants needed to synthesize it. The reactants are: CI.O=C(c1ccc(-c2ccccc2C(F)(F)F)cc1)N1CCNC(c2ccccc2)C1. (3) Given the product CC(C)CN(c1cc(-n2c(C(F)F)nc3ccccc32)nc(N2CCOCC2)n1)[C@H]1CC[C@H](NC(=O)OC(C)(C)C)CC1, predict the reactants needed to synthesize it. The reactants are: CC(C)(C)OC(=O)N[C@H]1CC[C@H](Nc2cc(-n3c(C(F)F)nc4ccccc43)nc(N3CCOCC3)n2)CC1.CC(C)CBr. (4) Given the product CC(C)(C)OC(=O)N1CCC(CCO)CC1, predict the reactants needed to synthesize it. The reactants are: CC(C)(C)OC(=O)OC(=O)OC(C)(C)C.OCCC1CCNCC1. (5) Given the product CCc1cc(Br)ccc1C1C(=O)C=CC1=O, predict the reactants needed to synthesize it. The reactants are: CCc1cc(Br)ccc1C1C(=O)C=CC1O. (6) Given the product CC(C)(C)OC(=O)c1ccsc1NC(=O)C(F)(F)F, predict the reactants needed to synthesize it. The reactants are: CC(C)(C)OC(=O)c1ccsc1N.O=C(OC(=O)C(F)(F)F)C(F)(F)F. (7) Given the product CC(=O)SC/C(=C\c1ccccc1)C(=O)NCCC(=O)OCc1ccccc1, predict the reactants needed to synthesize it. The reactants are: CC(=O)SC/C(=C\c1ccccc1)C(=O)O.NCCC(=O)OCc1ccccc1.